Dataset: Reaction yield outcomes from USPTO patents with 853,638 reactions. Task: Predict the reaction yield, written as a fraction of the theoretical maximum amount of product (1.0 means a 100% yield; for example, 0.34 means a 34% yield). The reactants are [F:1][C:2]1[CH:7]=[CH:6][C:5]([CH:8]([OH:12])[C:9]([OH:11])=[O:10])=[CH:4][CH:3]=1.OS(O)(=O)=O.[CH2:18](O)[CH3:19]. No catalyst specified. The product is [F:1][C:2]1[CH:3]=[CH:4][C:5]([CH:8]([OH:12])[C:9]([O:11][CH2:18][CH3:19])=[O:10])=[CH:6][CH:7]=1. The yield is 0.900.